Dataset: Reaction yield outcomes from USPTO patents with 853,638 reactions. Task: Predict the reaction yield, written as a fraction of the theoretical maximum amount of product (1.0 means a 100% yield; for example, 0.34 means a 34% yield). The reactants are [CH2:1]([O:8][C:9]1[CH:14]=[CH:13][C:12]([CH2:15][C:16](=[O:20])[C:17]([OH:19])=[O:18])=[C:11]([N+:21]([O-:23])=[O:22])[CH:10]=1)[C:2]1[CH:7]=[CH:6][CH:5]=[CH:4][CH:3]=1.Cl.[CH3:25]O. No catalyst specified. The product is [CH3:25][O:18][C:17](=[O:19])[C:16](=[O:20])[CH2:15][C:12]1[CH:13]=[CH:14][C:9]([O:8][CH2:1][C:2]2[CH:3]=[CH:4][CH:5]=[CH:6][CH:7]=2)=[CH:10][C:11]=1[N+:21]([O-:23])=[O:22]. The yield is 0.710.